From a dataset of Forward reaction prediction with 1.9M reactions from USPTO patents (1976-2016). Predict the product of the given reaction. (1) Given the reactants Cl.[CH3:2][O:3][C:4]1[CH:5]=[C:6]([C:12]2[C:13]([CH3:25])([CH3:24])[C:14](=[O:23])[N:15]([CH:17]3[CH2:22][CH2:21][NH:20][CH2:19][CH2:18]3)[N:16]=2)[CH:7]=[CH:8][C:9]=1[O:10][CH3:11].[OH:26][C:27]1[CH:28]=[C:29]2[C:34](=[CH:35][CH:36]=1)[C:33]([C:37](O)=[O:38])=[CH:32][CH:31]=[CH:30]2, predict the reaction product. The product is: [CH3:2][O:3][C:4]1[CH:5]=[C:6]([C:12]2[C:13]([CH3:25])([CH3:24])[C:14](=[O:23])[N:15]([CH:17]3[CH2:22][CH2:21][N:20]([C:37]([C:33]4[C:34]5[C:29](=[CH:28][C:27]([OH:26])=[CH:36][CH:35]=5)[CH:30]=[CH:31][CH:32]=4)=[O:38])[CH2:19][CH2:18]3)[N:16]=2)[CH:7]=[CH:8][C:9]=1[O:10][CH3:11]. (2) Given the reactants Cl.[CH3:2][NH:3][O:4][CH3:5].C(N(CC)CC)C.[Cl:13][C:14]1[CH:22]=[CH:21][C:17]([C:18](Cl)=[O:19])=[CH:16][CH:15]=1, predict the reaction product. The product is: [Cl:13][C:14]1[CH:22]=[CH:21][C:17]([C:18]([N:3]([O:4][CH3:5])[CH3:2])=[O:19])=[CH:16][CH:15]=1. (3) Given the reactants Cl[C:2]1[CH:7]=[C:6]([O:8][C:9]2[C:18]3[C:13](=[CH:14][CH:15]=[CH:16][CH:17]=3)[C:12]([NH:19][C:20](=[O:26])[O:21][C:22]([CH3:25])([CH3:24])[CH3:23])=[CH:11][CH:10]=2)[CH:5]=[CH:4][N:3]=1.[NH2:27][C:28]1[CH:35]=[CH:34][C:31]([C:32]#[N:33])=[C:30]([O:36][CH3:37])[CH:29]=1.CC(C1C=C(C(C)C)C(C2C(P(C3CCCCC3)C3CCCCC3)=C(OC)C=CC=2OC)=C(C(C)C)C=1)C.CC([O-])(C)C.[Na+], predict the reaction product. The product is: [C:32]([C:31]1[CH:34]=[CH:35][C:28]([NH:27][C:2]2[CH:7]=[C:6]([O:8][C:9]3[C:18]4[C:13](=[CH:14][CH:15]=[CH:16][CH:17]=4)[C:12]([NH:19][C:20](=[O:26])[O:21][C:22]([CH3:24])([CH3:23])[CH3:25])=[CH:11][CH:10]=3)[CH:5]=[CH:4][N:3]=2)=[CH:29][C:30]=1[O:36][CH3:37])#[N:33]. (4) The product is: [C:14]1([C:15]([C:16]2[CH:26]=[CH:25][NH:12][CH:11]=2)=[O:17])[C:36]2[C:30](=[CH:31][CH:32]=[CH:34][CH:35]=2)[CH:29]=[CH:28][CH:27]=1. Given the reactants S([CH2:11][N+:12]#[C-])(C1C=CC(C)=CC=1)(=O)=O.[CH3:14][C:15](C)([O-:17])[CH3:16].[K+].O.C(O[CH2:25][CH3:26])(=O)C.[CH3:27][CH2:28][CH2:29][CH2:30][CH2:31][CH3:32].O1C[CH2:36][CH2:35][CH2:34]1, predict the reaction product.